From a dataset of hERG potassium channel inhibition data for cardiac toxicity prediction from Karim et al.. Regression/Classification. Given a drug SMILES string, predict its toxicity properties. Task type varies by dataset: regression for continuous values (e.g., LD50, hERG inhibition percentage) or binary classification for toxic/non-toxic outcomes (e.g., AMES mutagenicity, cardiotoxicity, hepatotoxicity). Dataset: herg_karim. (1) The compound is COCC(=O)OC1(CCN(C)CCCc2nc3ccccc3[nH]2)CCc2cc(F)ccc2C1C(C)C. The result is 1 (blocker). (2) The molecule is O=C(c1ccc(Cl)cc1)N1CCN(c2ccc(OC3CCN(C4CCC4)CC3)cc2)C(=O)C1. The result is 0 (non-blocker).